From a dataset of NCI-60 drug combinations with 297,098 pairs across 59 cell lines. Regression. Given two drug SMILES strings and cell line genomic features, predict the synergy score measuring deviation from expected non-interaction effect. Drug 1: CC12CCC(CC1=CCC3C2CCC4(C3CC=C4C5=CN=CC=C5)C)O. Drug 2: CN1C2=C(C=C(C=C2)N(CCCl)CCCl)N=C1CCCC(=O)O.Cl. Cell line: HOP-92. Synergy scores: CSS=6.73, Synergy_ZIP=-3.19, Synergy_Bliss=-1.45, Synergy_Loewe=-0.853, Synergy_HSA=-1.40.